Dataset: Reaction yield outcomes from USPTO patents with 853,638 reactions. Task: Predict the reaction yield, written as a fraction of the theoretical maximum amount of product (1.0 means a 100% yield; for example, 0.34 means a 34% yield). (1) The reactants are [ClH:1].C(OC([N:9]1[CH2:23][C:12]2=[C:13]3[N:18]([N:19]=[C:11]2[CH2:10]1)[C:17]([CH3:20])=[C:16]([CH3:21])[C:15]([CH3:22])=[N:14]3)=O)(C)(C)C. The catalyst is O1CCOCC1. The product is [ClH:1].[CH3:22][C:15]1[C:16]([CH3:21])=[C:17]([CH3:20])[N:18]2[C:13]([N:14]=1)=[C:12]1[CH2:23][NH:9][CH2:10][C:11]1=[N:19]2. The yield is 0.820. (2) The reactants are [O:1]1[C:5]2[CH:6]=[CH:7][C:8]([CH2:10][C:11]#N)=[CH:9][C:4]=2[O:3][CH2:2]1.Br[CH2:14][CH2:15]Cl.[OH-:17].[Na+].[OH2:19]. The catalyst is [Cl-].C([N+](CC)(CC)CC)C1C=CC=CC=1. The product is [O:1]1[C:5]2[CH:6]=[CH:7][C:8]([C:10]3([C:11]([OH:19])=[O:17])[CH2:15][CH2:14]3)=[CH:9][C:4]=2[O:3][CH2:2]1. The yield is 0.800. (3) The reactants are Cl.Cl.[CH3:3][C@H:4]1[C:12]2[C:11]([N:13]3[CH2:18][CH2:17][NH:16][CH2:15][CH2:14]3)=[N:10][CH:9]=[N:8][C:7]=2[C@H:6]([OH:19])[CH2:5]1.[C:20]([O:24][C:25]([N:27]([CH:40]([CH3:42])[CH3:41])[CH2:28][C@H:29]([C:33]1[CH:38]=[CH:37][C:36]([Cl:39])=[CH:35][CH:34]=1)[C:30](O)=[O:31])=[O:26])([CH3:23])([CH3:22])[CH3:21].CCN(C(C)C)C(C)C.CN(C(ON1N=NC2C=CC=CC1=2)=[N+](C)C)C.F[P-](F)(F)(F)(F)F. The catalyst is C(Cl)Cl. The product is [Cl:39][C:36]1[CH:37]=[CH:38][C:33]([C@H:29]([C:30]([N:16]2[CH2:15][CH2:14][N:13]([C:11]3[C:12]4[C@H:4]([CH3:3])[CH2:5][C@@H:6]([OH:19])[C:7]=4[N:8]=[CH:9][N:10]=3)[CH2:18][CH2:17]2)=[O:31])[CH2:28][N:27]([CH:40]([CH3:41])[CH3:42])[C:25](=[O:26])[O:24][C:20]([CH3:22])([CH3:21])[CH3:23])=[CH:34][CH:35]=1. The yield is 0.690. (4) The reactants are Cl[C:2]1[N:7]=[C:6]([NH:8][C@@H:9]2[CH2:14][CH2:13][CH2:12][CH2:11][C@H:10]2[NH:15][S:16]([CH3:19])(=[O:18])=[O:17])[C:5]([Cl:20])=[CH:4][N:3]=1.[NH2:21][C:22]1[CH:36]=[CH:35][C:25]2[N:26]([CH3:34])[C:27](=[O:33])[CH2:28][CH2:29][C:30]([CH3:32])([CH3:31])[C:24]=2[CH:23]=1.Cl. The catalyst is O1CCOCC1.COCCO. The product is [Cl:20][C:5]1[C:6]([NH:8][C@@H:9]2[CH2:14][CH2:13][CH2:12][CH2:11][C@H:10]2[NH:15][S:16]([CH3:19])(=[O:18])=[O:17])=[N:7][C:2]([NH:21][C:22]2[CH:36]=[CH:35][C:25]3[N:26]([CH3:34])[C:27](=[O:33])[CH2:28][CH2:29][C:30]([CH3:32])([CH3:31])[C:24]=3[CH:23]=2)=[N:3][CH:4]=1. The yield is 0.200.